This data is from Forward reaction prediction with 1.9M reactions from USPTO patents (1976-2016). The task is: Predict the product of the given reaction. (1) Given the reactants [C:1]([C:3]1[CH:8]=[CH:7][C:6]([S:9]([NH2:12])(=[O:11])=[O:10])=[CH:5][CH:4]=1)#[CH:2].[C:13](Cl)([C:30]1[CH:35]=[CH:34][CH:33]=[CH:32][CH:31]=1)([C:22]1[CH:29]=[CH:28][C:25]([O:26][CH3:27])=[CH:24][CH:23]=1)[C:14]1[CH:21]=[CH:20][C:17]([O:18][CH3:19])=[CH:16][CH:15]=1, predict the reaction product. The product is: [CH3:27][O:26][C:25]1[CH:24]=[CH:23][C:22]([C:13]([C:14]2[CH:15]=[CH:16][C:17]([O:18][CH3:19])=[CH:20][CH:21]=2)([C:30]2[CH:35]=[CH:34][CH:33]=[CH:32][CH:31]=2)[NH:12][S:9]([C:6]2[CH:5]=[CH:4][C:3]([C:1]#[CH:2])=[CH:8][CH:7]=2)(=[O:10])=[O:11])=[CH:29][CH:28]=1. (2) Given the reactants C[O:2][C:3]([C:5]1[CH:25]=[CH:24][C:8]2[N:9]([CH3:23])[C:10]([NH:12][C:13]3[S:14][C:15]4[CH:21]=[C:20]([CH3:22])[CH:19]=[CH:18][C:16]=4[N:17]=3)=[N:11][C:7]=2[CH:6]=1)=[O:4].[Li+].[OH-], predict the reaction product. The product is: [CH3:23][N:9]1[C:8]2[CH:24]=[CH:25][C:5]([C:3]([OH:4])=[O:2])=[CH:6][C:7]=2[N:11]=[C:10]1[NH:12][C:13]1[S:14][C:15]2[CH:21]=[C:20]([CH3:22])[CH:19]=[CH:18][C:16]=2[N:17]=1. (3) Given the reactants [CH2:1]([N:3]([CH2:19][CH3:20])[CH2:4][CH2:5][CH2:6][CH2:7][O:8][C:9]1[CH:10]=[C:11]2[C:16](=[CH:17][CH:18]=1)[NH:15][CH2:14][CH2:13][CH2:12]2)[CH3:2].Cl[C:22]([O:24][C:25]1[CH:30]=[CH:29][C:28]([Br:31])=[CH:27][CH:26]=1)=[O:23], predict the reaction product. The product is: [Br:31][C:28]1[CH:29]=[CH:30][C:25]([O:24][C:22]([N:15]2[C:16]3[C:11](=[CH:10][C:9]([O:8][CH2:7][CH2:6][CH2:5][CH2:4][N:3]([CH2:1][CH3:2])[CH2:19][CH3:20])=[CH:18][CH:17]=3)[CH2:12][CH2:13][CH2:14]2)=[O:23])=[CH:26][CH:27]=1. (4) Given the reactants [Mg].II.Br[C:5]1[C:10]([O:11][CH3:12])=[CH:9][C:8]([CH2:13][O:14][CH:15]([O:17][CH2:18][CH3:19])[CH3:16])=[CH:7][C:6]=1[O:20][CH3:21].[B:22](OC)([O:25]C)[O:23]C.[Cl-].[NH4+], predict the reaction product. The product is: [CH2:18]([O:17][CH:15]([O:14][CH2:13][C:8]1[CH:9]=[C:10]([O:11][CH3:12])[C:5]([B:22]([OH:25])[OH:23])=[C:6]([O:20][CH3:21])[CH:7]=1)[CH3:16])[CH3:19]. (5) Given the reactants [Br:1][C:2]1[C:3](F)=[CH:4][CH:5]=[C:6]2[C:11]=1[N:10]([CH3:12])[C:9](=[O:13])[CH:8]=[CH:7]2.[CH3:15][O-:16].[Na+], predict the reaction product. The product is: [Br:1][C:2]1[C:3]([O:16][CH3:15])=[CH:4][CH:5]=[C:6]2[C:11]=1[N:10]([CH3:12])[C:9](=[O:13])[CH:8]=[CH:7]2. (6) Given the reactants [OH:1][C:2]1[C:3]2[C:13]([C:14]3[CH:19]=[CH:18][C:17]([C:20]#[C:21][CH2:22][CH2:23]O)=[CH:16][CH:15]=3)=[CH:12][S:11][C:4]=2[NH:5][C:6](=[O:10])[C:7]=1[C:8]#[N:9].C(N(CC)CC)C.CS(Cl)(=O)=O.[N-:37]=[N+:38]=[N-:39].[Na+], predict the reaction product. The product is: [N:37]([CH2:23][CH2:22][C:21]#[C:20][C:17]1[CH:18]=[CH:19][C:14]([C:13]2[C:3]3[C:2]([OH:1])=[C:7]([C:8]#[N:9])[C:6](=[O:10])[NH:5][C:4]=3[S:11][CH:12]=2)=[CH:15][CH:16]=1)=[N+:38]=[N-:39]. (7) The product is: [OH:26][C:2]1[CH:3]=[C:4]([N:8]2[CH2:24][CH:12]3[CH2:13][N:14]([C:17]([O:19][C:20]([CH3:22])([CH3:21])[CH3:23])=[O:18])[CH2:15][CH2:16][N:11]3[C:9]2=[O:10])[CH:5]=[CH:6][CH:7]=1. Given the reactants Br[C:2]1[CH:3]=[C:4]([NH:8][C:9]([N:11]2[CH2:16][CH2:15][N:14]([C:17]([O:19][C:20]([CH3:23])([CH3:22])[CH3:21])=[O:18])[CH2:13][CH:12]2[CH2:24]O)=[O:10])[CH:5]=[CH:6][CH:7]=1.[OH-:26].[K+].C(P(C(C)(C)C)C1C=CC=CC=1C1C(C(C)C)=CC(C(C)C)=CC=1C(C)C)(C)(C)C.Cl, predict the reaction product. (8) Given the reactants [C:1]1([C:8]2[CH:13]=[CH:12][C:11]([OH:14])=[CH:10][CH:9]=2)[CH:6]=[CH:5][C:4]([OH:7])=[CH:3][CH:2]=1.[CH2:15](Br)[CH:16]=[CH2:17].C([O-])([O-])=O.[K+].[K+].[CH3:25][C:26]([CH3:28])=O, predict the reaction product. The product is: [CH2:15]([O:14][C:11]1[CH:12]=[CH:13][C:8]([C:1]2[CH:2]=[CH:3][C:4]([O:7][CH2:28][CH:26]=[CH2:25])=[CH:5][CH:6]=2)=[CH:9][CH:10]=1)[CH:16]=[CH2:17].